Predict the reaction yield, written as a fraction of the theoretical maximum amount of product (1.0 means a 100% yield; for example, 0.34 means a 34% yield). From a dataset of Reaction yield outcomes from USPTO patents with 853,638 reactions. (1) The reactants are C1(C)C=CC=CC=1.Br[C:9]1[CH:13]=[CH:12][O:11][CH:10]=1.[CH:14]([C:16]1[CH:17]=[C:18](B(O)O)[CH:19]=[CH:20][CH:21]=1)=[O:15].C([O-])([O-])=O.[K+].[K+]. The catalyst is C1C=CC([P]([Pd]([P](C2C=CC=CC=2)(C2C=CC=CC=2)C2C=CC=CC=2)([P](C2C=CC=CC=2)(C2C=CC=CC=2)C2C=CC=CC=2)[P](C2C=CC=CC=2)(C2C=CC=CC=2)C2C=CC=CC=2)(C2C=CC=CC=2)C2C=CC=CC=2)=CC=1.O.CN(C=O)C. The product is [O:11]1[CH:12]=[CH:13][C:9]([C:20]2[CH:21]=[C:16]([CH:17]=[CH:18][CH:19]=2)[CH:14]=[O:15])=[CH:10]1. The yield is 0.100. (2) The reactants are [NH:1]1[CH:5]=[CH:4][N:3]=[CH:2]1.Br[CH2:7][C:8]([C:10]1[CH:15]=[C:14]([Cl:16])[CH:13]=[CH:12][C:11]=1[OH:17])=[O:9]. The catalyst is CN(C)C=O. The product is [Cl:16][C:14]1[CH:13]=[CH:12][C:11]([OH:17])=[C:10]([C:8](=[O:9])[CH2:7][N:1]2[CH:5]=[CH:4][N:3]=[CH:2]2)[CH:15]=1. The yield is 0.824. (3) The reactants are [C:1]([O:5][C:6]([N:8]1[CH2:13][CH2:12][CH:11]([OH:14])[CH2:10][CH2:9]1)=[O:7])([CH3:4])([CH3:3])[CH3:2].O[C:16]1[CH:17]=[C:18]([CH:23]=[CH:24][CH:25]=1)[C:19]([O:21][CH3:22])=[O:20].C1(P(C2C=CC=CC=2)C2C=CC=CC=2)C=CC=CC=1.N(C(OC(C)(C)C)=O)=NC(OC(C)(C)C)=O. The catalyst is C(Cl)Cl. The product is [C:1]([O:5][C:6]([N:8]1[CH2:13][CH2:12][CH:11]([O:14][C:16]2[CH:25]=[CH:24][CH:23]=[C:18]([C:19]([O:21][CH3:22])=[O:20])[CH:17]=2)[CH2:10][CH2:9]1)=[O:7])([CH3:4])([CH3:2])[CH3:3]. The yield is 0.990. (4) The reactants are [NH2:1][C@:2]12[CH2:37][CH2:36][C@@H:35]([C:38]([CH3:40])=[CH2:39])[C@@H:3]1[C@@H:4]1[C@@:17]([CH3:20])([CH2:18][CH2:19]2)[C@@:16]2([CH3:21])[C@@H:7]([C@:8]3([CH3:34])[C@@H:13]([CH2:14][CH2:15]2)[C:12]([CH3:23])([CH3:22])[C:11]([C:24]2[CH:33]=[CH:32][C:27]([C:28]([O:30]C)=[O:29])=[CH:26][CH:25]=2)=[CH:10][CH2:9]3)[CH2:6][CH2:5]1.CN(C)CCC(N[C@]12CC[C@@H](C(C)=C)[C@@H]1[C@@H]1[C@@](C)(CC2)[C@@]2(C)[C@@H]([C@]3(C)[C@@H](CC2)C(C)(C)C(C2C=CC(C(O)=O)=CC=2)=CC3)CC1)=O.[S:87]1[CH:91]=[CH:90][CH:89]=[C:88]1[S:92]([NH:95][CH2:96][C:97](O)=[O:98])(=[O:94])=[O:93]. No catalyst specified. The product is [CH3:20][C@:17]12[C@@:16]3([CH3:21])[C@@H:7]([C@:8]4([CH3:34])[C@@H:13]([CH2:14][CH2:15]3)[C:12]([CH3:22])([CH3:23])[C:11]([C:24]3[CH:33]=[CH:32][C:27]([C:28]([OH:30])=[O:29])=[CH:26][CH:25]=3)=[CH:10][CH2:9]4)[CH2:6][CH2:5][C@@H:4]1[C@H:3]1[C@H:35]([C:38]([CH3:40])=[CH2:39])[CH2:36][CH2:37][C@:2]1([NH:1][C:97](=[O:98])[CH2:96][NH:95][S:92]([C:88]1[S:87][CH:91]=[CH:90][CH:89]=1)(=[O:93])=[O:94])[CH2:19][CH2:18]2. The yield is 0.310. (5) The reactants are CC1(C)C(C)(C)OB([C:9]2[CH:10]=[C:11]3[C:15](=[CH:16][CH:17]=2)[C@@H:14]([NH:18][C:19]([C:21]2([NH:24][C:25](=[O:30])[C:26]([F:29])([F:28])[F:27])[CH2:23][CH2:22]2)=[O:20])[CH2:13][CH2:12]3)O1.Br[C:33]1[CH:38]=[C:37]([Cl:39])[CH:36]=[C:35]([F:40])[C:34]=1[C:41]1[N:45]=[C:44]([CH3:46])[O:43][N:42]=1.C(=O)([O-])[O-].[Na+].[Na+]. The catalyst is CS(C)=O.O.[Pd](Cl)Cl. The product is [Cl:39][C:37]1[CH:36]=[C:35]([F:40])[C:34]([C:41]2[N:45]=[C:44]([CH3:46])[O:43][N:42]=2)=[C:33]([C:9]2[CH:10]=[C:11]3[C:15](=[CH:16][CH:17]=2)[C@@H:14]([NH:18][C:19]([C:21]2([NH:24][C:25](=[O:30])[C:26]([F:28])([F:29])[F:27])[CH2:23][CH2:22]2)=[O:20])[CH2:13][CH2:12]3)[CH:38]=1. The yield is 0.540. (6) The reactants are C(OC(=O)[N:7]([CH2:11][CH2:12][CH2:13][N:14]1[C:18]([NH2:19])=[C:17]([C:20](=[O:22])[NH2:21])[N:16]=[C:15]1[S:23][C:24]1[C:32]([I:33])=[CH:31][C:27]2[O:28][CH2:29][O:30][C:26]=2[CH:25]=1)[CH:8]([CH3:10])[CH3:9])(C)(C)C.FC(F)(F)C(O)=O. The catalyst is C(Cl)Cl. The product is [NH2:19][C:18]1[N:14]([CH2:13][CH2:12][CH2:11][NH:7][CH:8]([CH3:10])[CH3:9])[C:15]([S:23][C:24]2[C:32]([I:33])=[CH:31][C:27]3[O:28][CH2:29][O:30][C:26]=3[CH:25]=2)=[N:16][C:17]=1[C:20]([NH2:21])=[O:22]. The yield is 0.310. (7) The reactants are [Br:1][C:2]1[CH:7]=[CH:6][C:5]([C:8]2[C:12]([C:13](O)=[O:14])=[CH:11][N:10]([C:16]3[CH:21]=[CH:20][C:19]([O:22][CH3:23])=[CH:18][CH:17]=3)[N:9]=2)=[CH:4][CH:3]=1.Cl.NO.F[P-](F)(F)(F)(F)F.[N:34]1([O:43][P+](N(C)C)(N(C)C)N(C)C)C2C=CC=CC=2N=N1.C(N(CC)CC)C. The catalyst is N1C=CC=CC=1. The product is [Br:1][C:2]1[CH:7]=[CH:6][C:5]([C:8]2[C:12]([C:13]([NH:34][OH:43])=[O:14])=[CH:11][N:10]([C:16]3[CH:21]=[CH:20][C:19]([O:22][CH3:23])=[CH:18][CH:17]=3)[N:9]=2)=[CH:4][CH:3]=1. The yield is 0.0300.